Dataset: Reaction yield outcomes from USPTO patents with 853,638 reactions. Task: Predict the reaction yield, written as a fraction of the theoretical maximum amount of product (1.0 means a 100% yield; for example, 0.34 means a 34% yield). (1) The reactants are Br[C:2]1[CH:7]=[CH:6][CH:5]=[CH:4][N:3]=1.[Li]CCCC.[Br:13][C:14]1[CH:19]=[CH:18][C:17]([NH:20][C:21]2[C:22]([CH:32]=[O:33])=[CH:23][C:24]3[N:28]([CH3:29])[CH:27]=[N:26][C:25]=3[C:30]=2[F:31])=[C:16]([Cl:34])[CH:15]=1. The catalyst is C1COCC1. The product is [Br:13][C:14]1[CH:19]=[CH:18][C:17]([NH:20][C:21]2[C:22]([CH:32]([C:2]3[CH:7]=[CH:6][CH:5]=[CH:4][N:3]=3)[OH:33])=[CH:23][C:24]3[N:28]([CH3:29])[CH:27]=[N:26][C:25]=3[C:30]=2[F:31])=[C:16]([Cl:34])[CH:15]=1. The yield is 0.620. (2) The reactants are [Cl:1][C:2]1[CH:3]=[C:4]([CH:20]=[CH:21][CH:22]=1)[C:5]([NH:7][C:8]12[CH2:17][CH:12]3[CH2:13][CH:14]([CH2:16][C:10]([CH2:18][OH:19])([CH2:11]3)[CH2:9]1)[CH2:15]2)=[O:6].C1C=C[NH+]=CC=1.[O-][Cr](Cl)(=O)=O. The catalyst is C(Cl)Cl. The product is [Cl:1][C:2]1[CH:3]=[C:4]([CH:20]=[CH:21][CH:22]=1)[C:5]([NH:7][C:8]12[CH2:15][CH:14]3[CH2:13][CH:12]([CH2:11][C:10]([CH:18]=[O:19])([CH2:16]3)[CH2:9]1)[CH2:17]2)=[O:6]. The yield is 1.00. (3) The reactants are Br[C:2]1[CH:3]=[CH:4][C:5](=[O:8])[NH:6][CH:7]=1.[CH3:9][O:10][C:11]1[CH:16]=[CH:15][C:14](B(O)O)=[CH:13][CH:12]=1. The catalyst is C1CCCCC1.CCOC(C)=O. The product is [CH3:9][O:10][C:11]1[CH:16]=[CH:15][C:14]([C:2]2[CH:3]=[CH:4][C:5](=[O:8])[NH:6][CH:7]=2)=[CH:13][CH:12]=1. The yield is 0.690. (4) The reactants are [NH2:1][C:2]1[S:6][C:5]2[CH2:7][CH2:8][CH2:9][CH2:10][C:4]=2[C:3]=1[C:11]([C:13]1[CH:18]=[CH:17][CH:16]=[CH:15][CH:14]=1)=[O:12].N1C=CC=CC=1.[C:25](OC(=O)C)(=[O:27])[CH3:26]. No catalyst specified. The product is [C:11]([C:3]1[C:4]2[CH2:10][CH2:9][CH2:8][CH2:7][C:5]=2[S:6][C:2]=1[NH:1][C:25](=[O:27])[CH3:26])(=[O:12])[C:13]1[CH:14]=[CH:15][CH:16]=[CH:17][CH:18]=1. The yield is 0.780. (5) The reactants are [NH2:1][C:2]1[N:6]([C:7]2[CH:8]=[C:9]([N:13]([CH3:19])[CH2:14][CH2:15][N:16]([CH3:18])[CH3:17])[CH:10]=[CH:11][CH:12]=2)[N:5]=[C:4]([C:20]([CH3:23])([CH3:22])[CH3:21])[CH:3]=1.N1C=CC=CC=1.Cl[C:31]([O:33][C:34]1[CH:39]=[CH:38][CH:37]=[CH:36][CH:35]=1)=[O:32]. The catalyst is C(Cl)Cl.O. The product is [C:34]1([O:33][C:31](=[O:32])[NH:1][C:2]2[N:6]([C:7]3[CH:12]=[CH:11][CH:10]=[C:9]([N:13]([CH2:14][CH2:15][N:16]([CH3:18])[CH3:17])[CH3:19])[CH:8]=3)[N:5]=[C:4]([C:20]([CH3:23])([CH3:22])[CH3:21])[CH:3]=2)[CH:39]=[CH:38][CH:37]=[CH:36][CH:35]=1. The yield is 0.430. (6) The reactants are [F:1][C:2]1[CH:25]=[CH:24][CH:23]=[CH:22][C:3]=1[CH2:4][N:5]1[CH:9]=[C:8]([CH:10]=O)[N:7]=[C:6]1[C:12]1[CH:17]=[CH:16][C:15]([S:18]([NH2:21])(=[O:20])=[O:19])=[CH:14][CH:13]=1.[CH3:26][C@H:27]1[O:32][C@@H:31]([CH3:33])[CH2:30][NH:29][CH2:28]1.[BH-](OC(C)=O)(OC(C)=O)OC(C)=O.[Na+]. The catalyst is CC#N. The product is [CH3:33][C@H:31]1[O:32][C@@H:27]([CH3:26])[CH2:28][N:29]([CH2:10][C:8]2[N:7]=[C:6]([C:12]3[CH:17]=[CH:16][C:15]([S:18]([NH2:21])(=[O:20])=[O:19])=[CH:14][CH:13]=3)[N:5]([CH2:4][C:3]3[CH:22]=[CH:23][CH:24]=[CH:25][C:2]=3[F:1])[CH:9]=2)[CH2:30]1. The yield is 0.930.